From a dataset of Forward reaction prediction with 1.9M reactions from USPTO patents (1976-2016). Predict the product of the given reaction. (1) Given the reactants [NH2:1][C:2]1[CH:14]=[CH:13][C:5]([C:6]([O:8][C:9]([CH3:12])([CH3:11])[CH3:10])=[O:7])=[CH:4][CH:3]=1.[Cl:15][CH2:16][CH2:17][CH2:18][S:19](Cl)(=[O:21])=[O:20], predict the reaction product. The product is: [Cl:15][CH2:16][CH2:17][CH2:18][S:19]([NH:1][C:2]1[CH:14]=[CH:13][C:5]([C:6]([O:8][C:9]([CH3:10])([CH3:11])[CH3:12])=[O:7])=[CH:4][CH:3]=1)(=[O:21])=[O:20]. (2) Given the reactants [Cl:1][C:2]1[CH:3]=[C:4]([C:8]2[N:13]=[C:12]3[CH2:14][CH2:15][CH2:16][C:11]3=[C:10]([CH2:17][C:18]3[CH:23]=[CH:22][C:21]([C:24]([CH3:30])([CH3:29])[C:25]([O:27]C)=[O:26])=[CH:20][CH:19]=3)[CH:9]=2)[CH:5]=[CH:6][CH:7]=1.O1CCOCC1.O.[OH-].[Li+].Cl, predict the reaction product. The product is: [ClH:1].[Cl:1][C:2]1[CH:3]=[C:4]([C:8]2[N:13]=[C:12]3[CH2:14][CH2:15][CH2:16][C:11]3=[C:10]([CH2:17][C:18]3[CH:19]=[CH:20][C:21]([C:24]([CH3:30])([CH3:29])[C:25]([OH:27])=[O:26])=[CH:22][CH:23]=3)[CH:9]=2)[CH:5]=[CH:6][CH:7]=1. (3) Given the reactants [F:1][C:2]1[N:10]=[C:9]2[C:5]([N:6]=[C:7]([CH2:11][C:12]3[C:21](I)=[CH:20][C:15]4[O:16][CH2:17][CH2:18][O:19][C:14]=4[CH:13]=3)[NH:8]2)=[C:4]([NH2:23])[N:3]=1.C1C(=O)N(I)C(=O)C1.C(O)(C(F)(F)F)=O, predict the reaction product. The product is: [O:16]1[CH2:17][CH2:18][O:19][C:14]2[CH:13]=[C:12]([CH2:11][C:7]3[NH:8][C:9]4[C:5]([N:6]=3)=[C:4]([NH2:23])[N:3]=[C:2]([F:1])[N:10]=4)[CH:21]=[CH:20][C:15]1=2. (4) Given the reactants C[O:2][C:3]([C:5]1[N:6](S(C)(=O)=O)[CH:7]=[C:8]([C:10](=[N:20][NH2:21])[NH:11][C:12]2[CH:17]=[CH:16][CH:15]=[C:14]([Cl:18])[C:13]=2[Cl:19])[CH:9]=1)=[O:4].Br[C:27]#[N:28], predict the reaction product. The product is: [NH2:28][C:27]1[N:11]([C:12]2[CH:17]=[CH:16][CH:15]=[C:14]([Cl:18])[C:13]=2[Cl:19])[C:10]([C:8]2[CH:9]=[C:5]([C:3]([OH:2])=[O:4])[NH:6][CH:7]=2)=[N:20][N:21]=1.